Dataset: Catalyst prediction with 721,799 reactions and 888 catalyst types from USPTO. Task: Predict which catalyst facilitates the given reaction. (1) Reactant: F[C:2]1[CH:7]=[CH:6][C:5]([C:8]2[CH:13]=[CH:12][CH:11]=[C:10]([O:14][CH3:15])[CH:9]=2)=[CH:4][C:3]=1[C:16]#[N:17].[N:18]1[CH:23]=[CH:22][CH:21]=[C:20]([NH2:24])[CH:19]=1.CC([O-])(C)C.[K+]. Product: [CH3:15][O:14][C:10]1[CH:9]=[C:8]([C:5]2[CH:6]=[CH:7][C:2]([NH:24][C:20]3[CH:19]=[N:18][CH:23]=[CH:22][CH:21]=3)=[C:3]([C:16]#[N:17])[CH:4]=2)[CH:13]=[CH:12][CH:11]=1. The catalyst class is: 16. (2) Product: [Cl:18][C:15]1[CH:14]=[CH:13][C:12]([C:9]2[CH:10]=[C:11]3[C:6](=[N:7][C:8]=2[C:19]2[CH:24]=[CH:23][C:22]([Cl:25])=[CH:21][C:20]=2[Cl:26])[N:5]([CH2:27][CH:28]([CH3:29])[CH3:30])[C:4](=[O:31])[C:3]([CH3:32])=[C:2]3[NH:1][C:35](=[O:37])[CH3:36])=[CH:17][CH:16]=1. The catalyst class is: 49. Reactant: [NH2:1][C:2]1[C:11]2[C:6](=[N:7][C:8]([C:19]3[CH:24]=[CH:23][C:22]([Cl:25])=[CH:21][C:20]=3[Cl:26])=[C:9]([C:12]3[CH:17]=[CH:16][C:15]([Cl:18])=[CH:14][CH:13]=3)[CH:10]=2)[N:5]([CH2:27][CH:28]([CH3:30])[CH3:29])[C:4](=[O:31])[C:3]=1[CH3:32].[H-].[Na+].[C:35](Cl)(=[O:37])[CH3:36]. (3) Reactant: Br[C:2]1[CH:3]=[C:4]2[CH:10]=[CH:9][NH:8][C:5]2=[N:6][CH:7]=1.O.[CH3:12][N:13](C)C=O. Product: [NH:8]1[C:5]2=[N:6][CH:7]=[C:2]([C:12]#[N:13])[CH:3]=[C:4]2[CH:10]=[CH:9]1. The catalyst class is: 267. (4) Reactant: C(NC(C)C)(C)C.[Li]CCCC.[F:13][C:14]1[CH:15]=[C:16]([CH:21]2[O:25][CH2:24][CH2:23][O:22]2)[CH:17]=[C:18]([F:20])[CH:19]=1.[Br:26]C(Cl)(Cl)C(Cl)(Cl)Br. Product: [Br:26][C:19]1[C:14]([F:13])=[CH:15][C:16]([CH:21]2[O:22][CH2:23][CH2:24][O:25]2)=[CH:17][C:18]=1[F:20]. The catalyst class is: 1. (5) Reactant: [C:1]([O:5][C:6]([N:8]1[CH2:13][CH2:12][N:11]([C:14]2[C:19]([NH2:20])=[CH:18][CH:17]=[CH:16][N:15]=2)[CH2:10][CH2:9]1)=[O:7])([CH3:4])([CH3:3])[CH3:2].[CH:21](=O)[CH3:22].CO.C([BH3-])#N.[Na+]. Product: [C:1]([O:5][C:6]([N:8]1[CH2:13][CH2:12][N:11]([C:14]2[C:19]([NH:20][CH2:21][CH3:22])=[CH:18][CH:17]=[CH:16][N:15]=2)[CH2:10][CH2:9]1)=[O:7])([CH3:4])([CH3:2])[CH3:3]. The catalyst class is: 13.